Dataset: Reaction yield outcomes from USPTO patents with 853,638 reactions. Task: Predict the reaction yield, written as a fraction of the theoretical maximum amount of product (1.0 means a 100% yield; for example, 0.34 means a 34% yield). (1) The reactants are [BH4-].[Na+].[Cl:3][C:4]1[C:9]([F:10])=[CH:8][CH:7]=[C:6]([Cl:11])[C:5]=1[C:12](=[O:14])[CH3:13]. The catalyst is CO. The product is [Cl:3][C:4]1[C:9]([F:10])=[CH:8][CH:7]=[C:6]([Cl:11])[C:5]=1[CH:12]([OH:14])[CH3:13]. The yield is 0.865. (2) The reactants are [C:1]([O:5][C:6]([N:8]1[CH2:12][C@@H:11]([O:13][C:14]2[CH:23]=[CH:22][C:21]3[C:16](=[CH:17][CH:18]=[CH:19][CH:20]=3)[CH:15]=2)[CH2:10][C@H:9]1[C:24](O)=[O:25])=[O:7])([CH3:4])([CH3:3])[CH3:2].CSC. The catalyst is C1COCC1. The product is [C:1]([O:5][C:6]([N:8]1[CH2:12][C@@H:11]([O:13][C:14]2[CH:23]=[CH:22][C:21]3[C:16](=[CH:17][CH:18]=[CH:19][CH:20]=3)[CH:15]=2)[CH2:10][C@H:9]1[CH2:24][OH:25])=[O:7])([CH3:4])([CH3:3])[CH3:2]. The yield is 1.00. (3) The reactants are OO.B(F)(F)F.CC[O:9]CC.OC([C:16]1[C:17]([CH3:41])=[C:18]2[C:23]([NH:24][C:25]3[CH:30]=[CH:29][C:28]([O:31][C:32]4[CH:37]=[CH:36][CH:35]=[CH:34][CH:33]=4)=[CH:27][CH:26]=3)=[C:22]([C:38]#[N:39])[CH:21]=[N:20][N:19]2[CH:40]=1)(C)C. The catalyst is C(Cl)Cl. The product is [OH:9][C:16]1[C:17]([CH3:41])=[C:18]2[C:23]([NH:24][C:25]3[CH:26]=[CH:27][C:28]([O:31][C:32]4[CH:33]=[CH:34][CH:35]=[CH:36][CH:37]=4)=[CH:29][CH:30]=3)=[C:22]([C:38]#[N:39])[CH:21]=[N:20][N:19]2[CH:40]=1. The yield is 0.640. (4) The reactants are [CH3:1][C@@H:2]([CH2:6][CH2:7][CH:8]=[CH2:9])[C:3]([OH:5])=[O:4].C(O[CH2:18][C:19]([Cl:22])([Cl:21])[Cl:20])(=O)CCCC=C. No catalyst specified. The product is [CH3:1][C@@H:2]([CH2:6][CH2:7][CH:8]=[CH2:9])[C:3]([O:5][CH2:18][C:19]([Cl:22])([Cl:21])[Cl:20])=[O:4]. The yield is 0.700. (5) The reactants are [CH3:1][C@@H:2]([CH2:12][CH2:13][CH:14]=[C:15]([CH3:17])[CH3:16])[CH2:3][CH2:4][C:5]1[CH:11]=[CH:10][C:8](N)=[CH:7][CH:6]=1.[N+]([O-])([O-])=O.[Na+].[I-:23].[K+].S([O-])([O-])(=O)=S.[Na+].[Na+]. The catalyst is Cl.O.CCOCC. The product is [I:23][C:8]1[CH:10]=[CH:11][C:5]([CH2:4][CH2:3][C@@H:2]([CH3:1])[CH2:12][CH2:13][CH:14]=[C:15]([CH3:17])[CH3:16])=[CH:6][CH:7]=1. The yield is 0.625. (6) The reactants are [OH:1][B:2]1[C:6]2[CH:7]=[CH:8][C:9]([C:11]([C:13]3[CH:20]=[CH:19][C:16]([C:17]#[N:18])=[CH:15][CH:14]=3)=[O:12])=[CH:10][C:5]=2[CH2:4][O:3]1.[BH4-].[Na+].Cl. The catalyst is CO. The product is [OH:12][CH:11]([C:9]1[CH:8]=[CH:7][C:6]2[B:2]([OH:1])[O:3][CH2:4][C:5]=2[CH:10]=1)[C:13]1[CH:14]=[CH:15][C:16]([C:17]#[N:18])=[CH:19][CH:20]=1. The yield is 0.710. (7) The reactants are [C:1]([NH:9][C:10]1[C:11]2[N:12]=[CH:13][N:14]([C:30]=2[N:31]=[CH:32][N:33]=1)[C@@H:15]1[O:29][C@H:19]([CH2:20][O:21][Si:22]([C:25]([CH3:28])([CH3:27])[CH3:26])([CH3:24])[CH3:23])[C@@H:17]([OH:18])[CH2:16]1)(=[O:8])[C:2]1[CH:7]=[CH:6][CH:5]=[CH:4][CH:3]=1.[CH3:34][S:35]([CH3:37])=O.C(OC(=O)C)(=O)C.C([O-])(O)=O.[Na+]. The catalyst is C(O)(=O)C. The product is [C:1]([NH:9][C:10]1[C:11]2[N:12]=[CH:13][N:14]([C:30]=2[N:31]=[CH:32][N:33]=1)[C@@H:15]1[O:29][C@H:19]([CH2:20][O:21][Si:22]([C:25]([CH3:26])([CH3:27])[CH3:28])([CH3:24])[CH3:23])[C@@H:17]([O:18][CH2:34][S:35][CH3:37])[CH2:16]1)(=[O:8])[C:2]1[CH:3]=[CH:4][CH:5]=[CH:6][CH:7]=1. The yield is 0.710.